From a dataset of Full USPTO retrosynthesis dataset with 1.9M reactions from patents (1976-2016). Predict the reactants needed to synthesize the given product. (1) Given the product [O:7]=[C:10]([C:11]([O:13][CH2:14][CH3:15])=[O:12])[C:9]([O:17][CH2:18][CH3:19])=[O:16], predict the reactants needed to synthesize it. The reactants are: Cl([O-])=O.[Na+].C(O)(=[O:7])C.[C:9]([O:17][CH2:18][CH3:19])(=[O:16])[CH2:10][C:11]([O:13][CH2:14][CH3:15])=[O:12]. (2) Given the product [C:1]1([CH:9]=[CH:10][C:11]2[CH:17]=[CH:16][C:14]([OH:15])=[CH:13][CH:12]=2)[CH:8]=[C:6]([OH:7])[CH:5]=[C:3]([OH:4])[CH:2]=1.[CH:12]1[C:11](/[CH:10]=[CH:9]/[C:1]2[CH:8]=[C:6]([OH:7])[CH:5]=[C:3]([OH:4])[CH:2]=2)=[CH:17][C:16]([OH:18])=[C:14]([OH:15])[CH:13]=1, predict the reactants needed to synthesize it. The reactants are: [C:1]1([CH:9]=[CH:10][C:11]2[CH:17]=[CH:16][C:14]([OH:15])=[CH:13][CH:12]=2)[CH:8]=[C:6]([OH:7])[CH:5]=[C:3]([OH:4])[CH:2]=1.[OH:18]C1C=C(C=C(O)C=1)C=O.OC1C=C(C=C(O)C=1)C=C.C(OC1C=CC(I)=CC=1)(=O)C. (3) Given the product [N:17]12[CH2:18][CH2:19][CH:20]([CH2:21][CH2:22]1)[C@H:15]([NH:9][C:7]([C:5]1[C:4]3[CH2:11][CH2:12][CH2:13][CH2:14][C:3]=3[CH:2]=[CH:1][CH:6]=1)=[O:8])[CH2:16]2, predict the reactants needed to synthesize it. The reactants are: [CH:1]1[CH:6]=[C:5]2[C:7]([N:9]([C@H:15]3[CH:20]4[CH2:21][CH2:22][N:17]([CH2:18][CH2:19]4)[CH2:16]3)C[C@H:11]3[CH2:12][CH2:13][CH2:14][C:3](=[C:4]23)[CH:2]=1)=[O:8].C1(C(O)=O)C2CCCCC=2C=CC=1.N[C@H]1C2CCN(CC2)C1. (4) Given the product [Br:1][C:2]1[CH:10]=[C:9]2[C:5]([CH:6]=[N:7][N:8]2[S:11]([C:14]2[CH:15]=[CH:16][C:17]([CH3:20])=[CH:18][CH:19]=2)(=[O:12])=[O:13])=[C:4]([C:21]2[O:28][C:26]([CH3:27])=[N:24][N:25]=2)[CH:3]=1, predict the reactants needed to synthesize it. The reactants are: [Br:1][C:2]1[CH:10]=[C:9]2[C:5]([CH:6]=[N:7][N:8]2[S:11]([C:14]2[CH:19]=[CH:18][C:17]([CH3:20])=[CH:16][CH:15]=2)(=[O:13])=[O:12])=[C:4]([C:21]2[NH:25][N:24]=NN=2)[CH:3]=1.[C:26](Cl)(=[O:28])[CH3:27]. (5) Given the product [Cl:4][CH2:5][CH2:6][CH2:7][O:8][C:9]1[CH:16]=[CH:15][C:12]([CH:13]([OH:14])[CH3:2])=[CH:11][C:10]=1[O:17][CH3:18], predict the reactants needed to synthesize it. The reactants are: [Mg].[CH3:2]I.[Cl:4][CH2:5][CH2:6][CH2:7][O:8][C:9]1[CH:16]=[CH:15][C:12]([CH:13]=[O:14])=[CH:11][C:10]=1[O:17][CH3:18].Cl. (6) The reactants are: [CH2:1]([CH:3]1[N:12]2[C:7](=[CH:8][C:9](=[O:18])[C:10]([C:13]([O:15][CH2:16][CH3:17])=[O:14])=[CH:11]2)[C:6]2[CH:19]=[C:20]([O:24][CH3:25])[C:21]([OH:23])=[CH:22][C:5]=2[CH2:4]1)[CH3:2].Br[CH2:27][C:28]#[CH:29].C([O-])([O-])=O.[K+].[K+].O. Given the product [CH2:1]([CH:3]1[N:12]2[C:7](=[CH:8][C:9](=[O:18])[C:10]([C:13]([O:15][CH2:16][CH3:17])=[O:14])=[CH:11]2)[C:6]2[CH:19]=[C:20]([O:24][CH3:25])[C:21]([O:23][CH2:29][C:28]#[CH:27])=[CH:22][C:5]=2[CH2:4]1)[CH3:2], predict the reactants needed to synthesize it. (7) The reactants are: BrC1C=CC(O)=C(C2C=[CH:16][C:15]3[C:10](=[CH:11][CH:12]=[C:13]([C:18]4[N:22]([CH:23]5[CH2:28][CH2:27][CH2:26][CH2:25][CH2:24]5)[C:21]5[CH:29]=[CH:30][C:31]([C:33]([OH:35])=[O:34])=[CH:32][C:20]=5[N:19]=4)[CH:14]=3)[N:9]=2)C=1.[OH:37][C:38]1[C:46]2[O:45][C:44]([C:47](=O)[CH3:48])=[CH:43][C:42]=2[CH:41]=[CH:40][CH:39]=1.[OH-].[K+]. Given the product [CH:23]1([N:22]2[C:21]3[CH:29]=[CH:30][C:31]([C:33]([OH:35])=[O:34])=[CH:32][C:20]=3[N:19]=[C:18]2[C:13]2[CH:14]=[C:15]3[C:10](=[CH:11][CH:12]=2)[N:9]=[C:47]([C:44]2[O:45][C:46]4[C:38]([OH:37])=[CH:39][CH:40]=[CH:41][C:42]=4[CH:43]=2)[CH:48]=[CH:16]3)[CH2:24][CH2:25][CH2:26][CH2:27][CH2:28]1, predict the reactants needed to synthesize it. (8) Given the product [Br:15][CH2:1][C:2]1[CH:3]=[CH:4][C:5]([C:8]([CH3:14])([CH3:13])[C:9]([O:11][CH3:12])=[O:10])=[CH:6][CH:7]=1, predict the reactants needed to synthesize it. The reactants are: [CH3:1][C:2]1[CH:7]=[CH:6][C:5]([C:8]([CH3:14])([CH3:13])[C:9]([O:11][CH3:12])=[O:10])=[CH:4][CH:3]=1.[Br:15]N1C(=O)CCC1=O. (9) Given the product [OH:1][CH2:2][C:3]([C@H:5]([C@@H:7]([C@@H:9]([CH2:11][OH:12])[OH:10])[OH:8])[OH:6])=[O:4], predict the reactants needed to synthesize it. The reactants are: [O:1]=[CH:2][C@@H:3]([C@H:5]([C@@H:7]([C@@H:9]([CH2:11][OH:12])[OH:10])[OH:8])[OH:6])[OH:4].OCC([C@@H]([C@@H]([C@@H](CO)O)O)O)=O.O=C[C@@H]([C@@H]([C@@H]([C@@H](CO)O)O)O)O. (10) Given the product [C:1]1([C:7]([C:9]2[N:10]=[C:11]3[CH:16]=[CH:15][C:14]([C:28]4[CH:33]=[CH:32][CH:31]=[CH:30][N:29]=4)=[CH:13][N:12]3[CH:26]=2)=[O:8])[CH:2]=[CH:3][CH:4]=[CH:5][CH:6]=1, predict the reactants needed to synthesize it. The reactants are: [C:1]1([C:7]([C:9]2[N:10]=[C:11]3[CH:16]=[CH:15][C:14](B4OC(C)(C)C(C)(C)O4)=[CH:13][N:12]3[CH:26]=2)=[O:8])[CH:6]=[CH:5][CH:4]=[CH:3][CH:2]=1.I[C:28]1[CH:33]=[CH:32][CH:31]=[CH:30][N:29]=1.C(=O)([O-])[O-].[Na+].[Na+].C1(C)C=CC=CC=1.